Dataset: Forward reaction prediction with 1.9M reactions from USPTO patents (1976-2016). Task: Predict the product of the given reaction. (1) Given the reactants [CH:1]1([CH2:7][C@H:8]([N:17]2[CH2:22][CH2:21][NH:20][CH2:19][C:18]2=[O:23])[C:9]([NH:11][C:12]2[S:13][CH:14]=[CH:15][N:16]=2)=[O:10])[CH2:6][CH2:5][CH2:4][CH2:3][CH2:2]1.[S:24](Cl)(Cl)(=[O:26])=[O:25].CCN([CH:35]([CH3:37])[CH3:36])C(C)C, predict the reaction product. The product is: [CH:1]1([CH2:7][C@H:8]([N:17]2[CH2:22][CH2:21][N:20]([S:24]([C:36]3[CH:35]=[CH:37][C:6]4[C:1](=[CH:2][CH:3]=[CH:4][CH:5]=4)[CH:7]=3)(=[O:26])=[O:25])[CH2:19][C:18]2=[O:23])[C:9]([NH:11][C:12]2[S:13][CH:14]=[CH:15][N:16]=2)=[O:10])[CH2:6][CH2:5][CH2:4][CH2:3][CH2:2]1. (2) Given the reactants [C:1]([O:5][C:6](=[O:29])[NH:7][C@@H:8]([CH2:24][CH2:25][CH2:26][CH2:27][NH2:28])[C:9]([N:11]([CH2:18][C:19]1[S:20][CH:21]=[CH:22][CH:23]=1)[CH2:12][C:13]1[S:14][CH:15]=[CH:16][CH:17]=1)=[O:10])([CH3:4])([CH3:3])[CH3:2].C(N(CC)C(C)C)(C)C.[S:39]1[CH:43]=[CH:42][CH:41]=[C:40]1[CH2:44][C:45](Cl)=[O:46], predict the reaction product. The product is: [C:1]([O:5][C:6](=[O:29])[NH:7][C@@H:8]([CH2:24][CH2:25][CH2:26][CH2:27][NH:28][C:45](=[O:46])[CH2:44][C:40]1[S:39][CH:43]=[CH:42][CH:41]=1)[C:9]([N:11]([CH2:12][C:13]1[S:14][CH:15]=[CH:16][CH:17]=1)[CH2:18][C:19]1[S:20][CH:21]=[CH:22][CH:23]=1)=[O:10])([CH3:4])([CH3:2])[CH3:3].